This data is from Retrosynthesis with 50K atom-mapped reactions and 10 reaction types from USPTO. The task is: Predict the reactants needed to synthesize the given product. (1) Given the product COCCCNC(=O)c1ccc(-n2ncc(-c3ccc(C#N)c(C)c3)c2OC)nc1, predict the reactants needed to synthesize it. The reactants are: COCCCNC(=O)c1ccc(-n2ncc(Br)c2OC)nc1.Cc1cc(B2OC(C)(C)C(C)(C)O2)ccc1C#N. (2) Given the product CCc1c(C=O)cccc1-c1cnc(-c2ccc(OC(C)C)c(Cl)c2)nc1, predict the reactants needed to synthesize it. The reactants are: CC(C)Oc1ccc(B(O)O)cc1Cl.CCc1c(C=O)cccc1-c1cnc(Cl)nc1. (3) Given the product C=Cc1cc(OC)c2ccn(-c3ccc(OC)c(F)c3)c2c1, predict the reactants needed to synthesize it. The reactants are: C=Cc1cc(OC)c2cc[nH]c2c1.COc1ccc(B(O)O)cc1F.